From a dataset of Catalyst prediction with 721,799 reactions and 888 catalyst types from USPTO. Predict which catalyst facilitates the given reaction. (1) Reactant: [Cl:1][C:2]1[CH:9]=[C:8]([OH:10])[CH:7]=[CH:6][C:3]=1[C:4]#[N:5].ClC1C(CC2SC(C3OC=CC=3)=NN=2)=CC([C@H]2[C@H](O)[C@@H](O)[C@H](O)[C@@H](CO)O2)=C(OC)C=1.OS(C(F)(F)F)(=O)=O.C1C(=O)N([Br:57])C(=O)C1. Product: [Br:57][C:7]1[C:8]([OH:10])=[CH:9][C:2]([Cl:1])=[C:3]([CH:6]=1)[C:4]#[N:5]. The catalyst class is: 10. (2) Reactant: [Br:1][C:2]1[N:7]=[C:6]([C:8](=[O:11])[NH:9][CH3:10])[C:5]([NH:12][C:13]2[C:18]([C:19]([F:22])([F:21])[F:20])=[CH:17][N:16]=[C:15]([NH:23][C:24]3[CH:37]=[CH:36][C:27]([CH2:28][CH2:29][CH2:30][PH:31](=[O:35])[O:32]CC)=[CH:26][C:25]=3[O:38][CH3:39])[N:14]=2)=[CH:4][CH:3]=1.Br[Si](C)(C)C.CO. Product: [Br:1][C:2]1[N:7]=[C:6]([C:8](=[O:11])[NH:9][CH3:10])[C:5]([NH:12][C:13]2[C:18]([C:19]([F:22])([F:20])[F:21])=[CH:17][N:16]=[C:15]([NH:23][C:24]3[CH:37]=[CH:36][C:27]([CH2:28][CH2:29][CH2:30][PH:31](=[O:32])[OH:35])=[CH:26][C:25]=3[O:38][CH3:39])[N:14]=2)=[CH:4][CH:3]=1. The catalyst class is: 17. (3) Reactant: Cl.[F:2][C:3]1[C:4]([NH:16][CH2:17][C@H:18]2[CH2:22][CH2:21][CH2:20][NH:19]2)=[N:5][C:6]([NH:9][C:10]2[CH:11]=[N:12][N:13]([CH3:15])[CH:14]=2)=[N:7][CH:8]=1.[CH3:23][S:24]([Cl:27])(=[O:26])=[O:25].C(N(CC)CC)C. Product: [ClH:27].[F:2][C:3]1[C:4]([NH:16][CH2:17][C@H:18]2[CH2:22][CH2:21][CH2:20][N:19]2[S:24]([CH3:23])(=[O:26])=[O:25])=[N:5][C:6]([NH:9][C:10]2[CH:11]=[N:12][N:13]([CH3:15])[CH:14]=2)=[N:7][CH:8]=1. The catalyst class is: 4.